Predict the reactants needed to synthesize the given product. From a dataset of Full USPTO retrosynthesis dataset with 1.9M reactions from patents (1976-2016). (1) Given the product [CH3:35][O:34][C:16]1[CH:15]=[C:14]([CH:19]=[CH:18][C:17]=1[O:20][CH2:21][C:22]1[N:23]=[C:24]([C:28]2[CH:33]=[CH:32][CH:31]=[CH:30][CH:29]=2)[O:25][C:26]=1[CH3:27])[CH2:13][O:12][C:7]1[C:6]([C:4](=[O:5])[CH3:37])=[CH:10][N:9]([CH3:11])[N:8]=1, predict the reactants needed to synthesize it. The reactants are: CON(C)[C:4]([C:6]1[C:7]([O:12][CH2:13][C:14]2[CH:19]=[CH:18][C:17]([O:20][CH2:21][C:22]3[N:23]=[C:24]([C:28]4[CH:33]=[CH:32][CH:31]=[CH:30][CH:29]=4)[O:25][C:26]=3[CH3:27])=[C:16]([O:34][CH3:35])[CH:15]=2)=[N:8][N:9]([CH3:11])[CH:10]=1)=[O:5].[CH3:37][Mg]Br.Cl. (2) Given the product [C:1]([S:14]([N:17]([CH2:7][CH:4]([CH2:1][S:14]([O:16][Na:22])(=[O:15])=[O:23])[OH:21])[CH2:18][CH2:19][CH3:20])(=[O:15])=[O:16])([C:4]([C:7]([C:10]([F:13])([F:11])[F:12])([F:9])[F:8])([F:6])[F:5])([F:3])[F:2], predict the reactants needed to synthesize it. The reactants are: [C:1]([S:14]([NH:17][CH2:18][CH2:19][CH3:20])(=[O:16])=[O:15])([C:4]([C:7]([C:10]([F:13])([F:12])[F:11])([F:9])[F:8])([F:6])[F:5])([F:3])[F:2].[OH-:21].[Na+:22].[OH2:23]. (3) Given the product [F:18][C:19]1[CH:24]=[C:23]([N:14]=[N:1][C:2]2[CH:10]=[C:9]([C:11]([OH:13])=[O:12])[CH:8]=[CH:7][C:3]=2[C:4]([OH:6])=[O:5])[CH:22]=[C:21]([F:25])[C:20]=1[OH:26], predict the reactants needed to synthesize it. The reactants are: [NH2:1][C:2]1[CH:10]=[C:9]([C:11]([OH:13])=[O:12])[CH:8]=[CH:7][C:3]=1[C:4]([OH:6])=[O:5].[N:14]([O-])=O.[Na+].[F:18][C:19]1[CH:24]=[CH:23][CH:22]=[C:21]([F:25])[C:20]=1[OH:26]. (4) The reactants are: C(OC(=O)C1C=CC(CN2C(=O)C3C=C(C#CCC4C=CC=CC=4)C=CC=3N(C)S2=O)=CC=1)(C)(C)C.C([O:41][C:42](=[O:72])[C:43]1[CH:48]=[CH:47][C:46]([CH2:49][N:50]2[C:55](=[O:56])[NH:54][C:53]3[CH:57]=[CH:58][C:59]([C:61]#[C:62][CH2:63][C:64]4[CH:69]=[CH:68][CH:67]=[CH:66][CH:65]=4)=[CH:60][C:52]=3[S:51]2(=[O:71])=[O:70])=[CH:45][CH:44]=1)(C)(C)C. Given the product [O:71]=[S:51]1(=[O:70])[C:52]2[CH:60]=[C:59]([C:61]#[C:62][CH2:63][C:64]3[CH:65]=[CH:66][CH:67]=[CH:68][CH:69]=3)[CH:58]=[CH:57][C:53]=2[NH:54][C:55](=[O:56])[N:50]1[CH2:49][C:46]1[CH:45]=[CH:44][C:43]([C:42]([OH:72])=[O:41])=[CH:48][CH:47]=1, predict the reactants needed to synthesize it. (5) The reactants are: [C:1]([O:5][C:6](=[O:26])[NH:7][C@H:8]1[CH2:13][CH2:12][C@@H:11]([CH2:14][NH:15][C:16](OCC2C=CC=CC=2)=O)[CH2:10][CH2:9]1)([CH3:4])([CH3:3])[CH3:2].ClC1[N:37]=[C:36]([N:38]([CH3:40])[CH3:39])[C:35]2[C:30](=[CH:31][CH:32]=[CH:33][CH:34]=2)[N:29]=1.C([O-])(O)=O.[Na+]. Given the product [C:1]([O:5][C:6](=[O:26])[NH:7][C@H:8]1[CH2:9][CH2:10][C@@H:11]([CH2:14][NH:15][C:16]2[N:37]=[C:36]([N:38]([CH3:40])[CH3:39])[C:35]3[C:30](=[CH:31][CH:32]=[CH:33][CH:34]=3)[N:29]=2)[CH2:12][CH2:13]1)([CH3:2])([CH3:3])[CH3:4], predict the reactants needed to synthesize it. (6) Given the product [CH3:4][C:3]1[N:22]=[CH:7][N:6]([C:9]2[CH:14]=[CH:13][CH:12]=[C:11]([N+:15]([O-:17])=[O:16])[CH:10]=2)[C:2]=1[CH3:1], predict the reactants needed to synthesize it. The reactants are: [CH3:1][CH:2]([N:6]([C:9]1[CH:14]=[CH:13][CH:12]=[C:11]([N+:15]([O-:17])=[O:16])[CH:10]=1)[CH:7]=O)[C:3](=O)[CH3:4].C([O-])(=O)C.[NH4+:22].C(O)(=O)C.[OH-].[Na+]. (7) Given the product [CH3:31][O:30][C:27]1[CH:28]=[C:21]([NH:25][C:4]([CH:6]2[C:14](=[O:15])[C:13]3[CH:12]=[N:11][CH:10]=[CH:9][C:8]=3[C:7]2=[O:16])=[O:5])[CH:20]=[CH:19][C:24]=1[CH3:23], predict the reactants needed to synthesize it. The reactants are: C(O[C:4]([CH:6]1[C:14](=[O:15])[C:13]2[CH:12]=[N:11][CH:10]=[CH:9][C:8]=2[C:7]1=[O:16])=[O:5])C.CO[C:19]1[C:20](C)=[C:21]([NH2:25])C=[CH:23][CH:24]=1.[C:27]([OH:30])(=O)[CH3:28].[C:31]1(C)C=CC=CC=1.